Dataset: Full USPTO retrosynthesis dataset with 1.9M reactions from patents (1976-2016). Task: Predict the reactants needed to synthesize the given product. Given the product [CH2:1]([O:3][C:4]1[CH:9]=[CH:8][C:7]([C:10]2[CH:11]=[CH:12][CH:13]=[C:14]3[C:18]=2[CH2:17][CH2:16][C:15]3=[O:19])=[C:6]([OH:20])[C:5]=1[O:24][CH3:25])[CH3:2], predict the reactants needed to synthesize it. The reactants are: [CH2:1]([O:3][C:4]1[CH:9]=[CH:8][C:7]([C:10]2[CH:11]=[C:12]3[C:16](=[CH:17][CH:18]=2)[C:15](=[O:19])[CH2:14][CH2:13]3)=[C:6]([O:20]COC)[C:5]=1[O:24][CH3:25])[CH3:2].Cl.